This data is from Full USPTO retrosynthesis dataset with 1.9M reactions from patents (1976-2016). The task is: Predict the reactants needed to synthesize the given product. Given the product [C:4]([O:3][C:1](=[O:2])[N:8]([CH:9]1[CH2:14][CH2:13][CH:12]([NH:15][CH2:16][C:17]2[CH:18]=[C:19]([C:29]3[CH:34]=[CH:33][C:32]([N:35]([CH:36]=[O:37])[CH3:38])=[CH:31][CH:30]=3)[CH:20]=[CH:21][C:22]=2[F:23])[CH2:11][CH2:10]1)[CH3:27])([CH3:7])([CH3:6])[CH3:5], predict the reactants needed to synthesize it. The reactants are: [C:1]([N:8]([CH3:27])[CH:9]1[CH2:14][CH2:13][CH:12]([NH:15][CH2:16][C:17]2[CH:18]=[C:19](B(O)O)[CH:20]=[CH:21][C:22]=2[F:23])[CH2:11][CH2:10]1)([O:3][C:4]([CH3:7])([CH3:6])[CH3:5])=[O:2].Br[C:29]1[CH:34]=[CH:33][C:32]([N:35]([CH3:38])[CH:36]=[O:37])=[CH:31][CH:30]=1.